From a dataset of Forward reaction prediction with 1.9M reactions from USPTO patents (1976-2016). Predict the product of the given reaction. (1) Given the reactants C([O:3][C:4]([C:6]1[CH:7]=[C:8]([CH:14]=[CH:15][CH:16]=1)[O:9][CH2:10][C:11]([OH:13])=O)=[O:5])C.[CH2:17]([NH2:19])[NH2:18], predict the reaction product. The product is: [CH2:17]([NH:19][C:11](=[O:13])[CH2:10][O:9][C:8]1[CH:7]=[C:6]([CH:16]=[CH:15][CH:14]=1)[C:4]([OH:3])=[O:5])[NH:18][C:11](=[O:13])[CH2:10][O:9][C:8]1[CH:7]=[C:6]([CH:16]=[CH:15][CH:14]=1)[C:4]([OH:5])=[O:3]. (2) Given the reactants [SH:1][C:2]1[O:3][C:4]2[C:9]([C:10](=[O:12])[CH:11]=1)=[CH:8][CH:7]=[CH:6][CH:5]=2.O[CH2:14][C:15]1[CH:20]=[CH:19][C:18]([CH2:21][CH2:22][CH2:23][CH2:24][OH:25])=[CH:17][CH:16]=1.[CH:26]1C=CC(P(C2C=CC=CC=2)C2C=CC=CC=2)=CC=1.CC(OC(/N=N/C(OC(C)C)=O)=O)C, predict the reaction product. The product is: [OH:25][CH2:24][CH2:23][CH2:22][CH2:21][C:18]1[CH:19]=[CH:20][C:15]([CH2:14][S:1][C:2]2[O:3][C:4]3[C:9]([C:10](=[O:12])[C:11]=2[CH3:26])=[CH:8][CH:7]=[CH:6][CH:5]=3)=[CH:16][CH:17]=1. (3) Given the reactants [C:1]([O:5][C:6]([NH:8][CH2:9][CH2:10][O:11][CH2:12][CH2:13][N:14]([CH2:26][CH2:27][O:28][CH2:29][CH2:30][NH:31][C:32]([O:34][C:35]([CH3:38])([CH3:37])[CH3:36])=[O:33])[CH2:15][C:16]([O:18]CC1C=CC=CC=1)=[O:17])=[O:7])([CH3:4])([CH3:3])[CH3:2], predict the reaction product. The product is: [C:35]([O:34][C:32]([NH:31][CH2:30][CH2:29][O:28][CH2:27][CH2:26][N:14]([CH2:13][CH2:12][O:11][CH2:10][CH2:9][NH:8][C:6]([O:5][C:1]([CH3:4])([CH3:3])[CH3:2])=[O:7])[CH2:15][C:16]([OH:18])=[O:17])=[O:33])([CH3:38])([CH3:37])[CH3:36].